This data is from Full USPTO retrosynthesis dataset with 1.9M reactions from patents (1976-2016). The task is: Predict the reactants needed to synthesize the given product. Given the product [F:19][C:10]1[C:9]([O:8][CH2:7][C:5]2[S:6][C:2]([C:31]3[CH:32]=[CH:33][N:28]=[CH:29][CH:30]=3)=[C:3]([C:20]3[CH:25]=[CH:24][C:23]([O:26][CH3:27])=[CH:22][CH:21]=3)[N:4]=2)=[CH:17][CH:16]=[C:15]([F:18])[C:11]=1[C:12]([NH2:14])=[O:13], predict the reactants needed to synthesize it. The reactants are: Br[C:2]1[S:6][C:5]([CH2:7][O:8][C:9]2[C:10]([F:19])=[C:11]([C:15]([F:18])=[CH:16][CH:17]=2)[C:12]([NH2:14])=[O:13])=[N:4][C:3]=1[C:20]1[CH:25]=[CH:24][C:23]([O:26][CH3:27])=[CH:22][CH:21]=1.[N:28]1[CH:33]=[CH:32][C:31](B(O)O)=[CH:30][CH:29]=1.P([O-])([O-])([O-])=O.[K+].[K+].[K+].